Dataset: Experimentally validated miRNA-target interactions with 360,000+ pairs, plus equal number of negative samples. Task: Binary Classification. Given a miRNA mature sequence and a target amino acid sequence, predict their likelihood of interaction. (1) The miRNA is hsa-miR-6889-3p with sequence UCUGUGCCCCUACUUCCCAG. The protein sequence of the target gene is MWRGLSALVTQAAWAPLRLCARCSTSAESLVPSSTIFALSSGQGRCAIAVIRTSGPASGLALRSLTALQEPPPARRACLRLLRHPCSGEPLDRSLVLWFPGPQSFTGEDCVEFHVHGGPAVVSGVLQALGSVPGLRPAEAGEFTRRAFAHGKLSLTEVEGLADLIRAETEAQRRQALRQLDGELSQLCQGWAKTLTKALAYVEAYIDFGEDDNLEEGVLEQADREVRALEVALGSHLRDARRGQRLLSGANVVVTGPPNAGKSSLVNLLSQKPVSIVSPEPGTTRDVLETPVDLAGFPVL.... Result: 0 (no interaction). (2) The miRNA is mmu-miR-203-3p with sequence GUGAAAUGUUUAGGACCACUAG. The protein sequence of the target gene is MQWLRVRESPGEATGHRVTMGTAALGPVWAALLLFLLMCEIPMVELTFDRAVASGCQRCCDSEDPLDPAHVSSASSSGRPHALPEIRPYINITILKGDKGDPGPMGLPGYMGREGPQGEPGPQGSKGDKGEMGSPGAPCQKRFFAFSVGRKTALHSGEDFQTLLFERVFVNLDGCFDMATGQFAAPLRGIYFFSLNVHSWNYKETYVHIMHNQKEAVILYAQPSERSIMQSQSVMLDLAYGDRVWVRLFKRQRENAIYSNDFDTYITFSGHLIKAEDD. Result: 0 (no interaction). (3) The miRNA is hsa-miR-6760-3p with sequence ACACUGUCCCCUUCUCCCCAG. The protein sequence of the target gene is MSVPLAPKKSCFGQLRDHREGAKNNNESILRTGDTNANQIMLEVSSSCDEAKSRDLDDELGNSNLSRPQYHSHFQKEPLHLQGFGKGSQAGSTSQRESQASLTVHRQLSEEHAVKRGALQAPQCVQGPSLSSWRNAVGQASPEASAKKDAEIPRHIPKDKLAKTLDNEELKRASSCSAAAGSVPPTDLQPVQLDTLGPQDHVPARGEGPQRTPASHSPGKGFSPGEGTSEGNSVYLPKPSTSEAKGSSPSDTKMEGPHGLDVYNERITHAELTPSSASASKENPGLRHPEVCLGQGTGKS.... Result: 0 (no interaction). (4) The miRNA is mmu-miR-3081-3p with sequence UUGCGCUCCGAUCUCUGAGCUGG. The protein sequence of the target gene is MASTASEIIAFMVSISGWVLVSSTLPTDYWKVSTIDGTVITTATYWANLWKACVTDSTGVSNCKDFPSMLALDGYIQACRGLMIAAVSLGFFGSIFALFGMKCTKVGGSDKAKAKIACLAGIVFILSGLCSMTGCSLYANKITTEFFDPLFVEQKYELGAALFIGWAGASLCIIGGVIFCFSISDNNKTPRYTYNGATSVMSSRTKYHGGEDFKTTNPSKQFDKNAYV. Result: 0 (no interaction). (5) The miRNA is hsa-miR-181a-5p with sequence AACAUUCAACGCUGUCGGUGAGU. The protein sequence of the target gene is MLENYKNLATVGYQLFKPSLISWLEQEESRTVQRGDFQASEWKVQLKTKELALQQDVLGEPTSSGIQMIGSHNGGEVSDVKQCGDVSSEHSCLKTHVRTQNSENTFECYLYGVDFLTLHKKTSTGEQRSVFSQCGKAFSLNPDVVCQRTCTGEKAFDCSDSGKSFINHSHLQGHLRTHNGESLHEWKECGRGFIHSTDLAVRIQTHRSEKPYKCKECGKGFRYSAYLNIHMGTHTGDNPYECKECGKAFTRSCQLTQHRKTHTGEKPYKCKDCGRAFTVSSCLSQHMKIHVGEKPYECKE.... Result: 1 (interaction). (6) The miRNA is hsa-miR-30d-3p with sequence CUUUCAGUCAGAUGUUUGCUGC. The protein sequence of the target gene is MGTGPAQTPRSTRAGPEPSPAPPGPGDTGDSDVTQEGSGPAGIRGGETVIRAGMGDSPGRGAPERRHKAQPGRARKYEWRPEGPTSMGSLGQREDLQDEDRNSAFTWKVQANNRAYNGQFKEKVILCWQRKKYKTNVIRTAKYNFYSFLPLNLYEQFHRVSNLFFLIIIILQSIPDISTLPWFSLSTPMVCLLFIRATRDLVDDMGRHKSDRAINNRPCQILMGKSFKQKKWQDLCVGDVVCLRKDNIVPADMLLLASTEPSSLCYVETVDIDGETNLKFRQALMVTHKELATIKKMASF.... Result: 1 (interaction). (7) The miRNA is hsa-miR-26a-5p with sequence UUCAAGUAAUCCAGGAUAGGCU. The protein sequence of the target gene is MGPLQFRDVAIEFSLEEWHCLDAAQRNLYRDVMLENYRNLIFLGIVVSKPNLITCLEQGKKPLTMKRHEMIAKPPVMYSHFAQDLWSEQSIKDSFQKVILRRYEKCRHDNLQLKKGCESVDECPVHKRGYNGLKQCLATTQRKIFQCDEYVKFLHKFSNSNKHKIRDTGKKSFKCIEYGKTFNQSSTRTTYKKIDAGEKRYKCEECGKAYKQSSHLTTHKKIHTGEKPYKCEECGKAYKQSCNLTTHKIIHTGEKPYRCRECGKAFNHPATLFSHKKIHTGEKPYKCDKCGKAFISSSTL.... Result: 1 (interaction). (8) The miRNA is hsa-miR-545-3p with sequence UCAGCAAACAUUUAUUGUGUGC. The protein sequence of the target gene is MVDSTEYEVASQPEVETSPLGDGASPGPEQVKLKKEISLLNGVCLIVGNMIGSGIFVSPKGVLIYSASFGLSLVIWAVGGLFSVFGALCYAELGTTIKKSGASYAYILEAFGGFLAFIRLWTSLLIIEPTSQAIIAITFANYMVQPLFPSCFAPYAASRLLAAACICLLTFINCAYVKWGTLVQDIFTYAKVLALIAVIVAGIVRLGQGASTHFENSFEGSSFAVGDIALALYSALFSYSGWDTLNYVTEEIKNPERNLPLSIGISMPIVTIIYILTNVAYYTVLDMRDILASDAVAVTF.... Result: 0 (no interaction). (9) The miRNA is hsa-miR-4723-3p with sequence CCCUCUCUGGCUCCUCCCCAAA. The protein sequence of the target gene is MADSQLFCVAEERSGHCAVVDGNFLYVWGGYVSIEDNEVYLPNDEIWTYDIDSGLWRMHLMEGELPASMSGSCGACINGKLYIFGGYDDKGYSNRLYFVNLRTRDETYIWEKITDFEGQPPTPRDKLSCWVYKDRLIYFGGYGCRRHSELQDCFDVHDASWEEQIFWGWHNDVHIFDTKTQTWFQPEIKGGVPPQPRAAHTCAVLGNKGYIFGGRVLQTRMNDLHYLNLDTWTWSGRITINGESPKHRSWHTLTPIADDKLFLCGGLSADNIPLSDGWIHNVTTNCWKQLTHLPKTRPRL.... Result: 0 (no interaction). (10) The miRNA is hsa-miR-6787-3p with sequence UCUCAGCUGCUGCCCUCUCCAG. The protein sequence of the target gene is MEEEASRSAAATNPGSRLTRWPPPDKREGSAVDPGKRRSLAATPSSSLPCTLIALGLRHEKEANELMEDLFETFQDEMGFSNMEDDGPEEEERVAEPQANFNTPQALRFEELLANLLNEQHQIAKELFEQLKMKKPSAKQQKEVEKVKPQCKEVHQTLILDPAQRKRLQQQMQQHVQLLTQIHLLATCNPNLNPEASSTRICLKELGTFAQSSIALHHQYNPKFQTLFQPCNLMGAMQLIEDFSTHVSIDCSPHKTVKKTANEFPCLPKQVAWILATSKVFMYPELLPVCSLKAKNPQDK.... Result: 0 (no interaction).